This data is from Full USPTO retrosynthesis dataset with 1.9M reactions from patents (1976-2016). The task is: Predict the reactants needed to synthesize the given product. (1) Given the product [CH3:1][CH:2]([CH2:28][CH2:29][CH3:30])[CH2:3][O:4][C:5]1[CH:10]=[CH:9][C:8]([CH:11]([NH2:20])[CH2:12][N:13]2[CH2:14][CH2:15][N:16]([CH3:19])[CH2:17][CH2:18]2)=[CH:7][CH:6]=1, predict the reactants needed to synthesize it. The reactants are: [CH3:1][CH:2]([CH2:28][CH2:29][CH3:30])[CH2:3][O:4][C:5]1[CH:10]=[CH:9][C:8]([C@@H:11]([NH:20]C(=O)OC(C)(C)C)[CH2:12][N:13]2[CH2:18][CH2:17][N:16]([CH3:19])[CH2:15][CH2:14]2)=[CH:7][CH:6]=1.FC(F)(F)C(O)=O. (2) Given the product [CH3:11][S:12]([N:15]=[C:2]([O:19][C:16]1[CH:8]=[CH:9][CH:4]=[CH:5][CH:6]=1)[O:3][C:4]1[CH:9]=[CH:8][CH:7]=[CH:6][CH:5]=1)(=[O:14])=[O:13], predict the reactants needed to synthesize it. The reactants are: Cl[CH:2](Cl)[O:3][C:4]1[CH:9]=[CH:8][CH:7]=[CH:6][CH:5]=1.[CH3:11][S:12]([NH2:15])(=[O:14])=[O:13].[C:16](=[O:19])([O-])O.[Na+]. (3) Given the product [C:1]([C:3]1[CH:8]=[CH:7][C:6]([CH2:9][CH2:10][C:11]([OH:13])=[O:12])=[C:5]([F:14])[CH:4]=1)#[N:2], predict the reactants needed to synthesize it. The reactants are: [C:1]([C:3]1[CH:8]=[CH:7][C:6](/[CH:9]=[CH:10]/[C:11]([OH:13])=[O:12])=[C:5]([F:14])[CH:4]=1)#[N:2].C(=O)([O-])[O-].[K+].[K+].[H][H].CCOCC.CCCCCC.